This data is from Reaction yield outcomes from USPTO patents with 853,638 reactions. The task is: Predict the reaction yield, written as a fraction of the theoretical maximum amount of product (1.0 means a 100% yield; for example, 0.34 means a 34% yield). (1) The reactants are [Cl:1][C:2]1[C:3]([CH:8]([C:12]2[CH:17]=[CH:16][C:15]([O:18][C:19]3[CH:24]=[CH:23][CH:22]=[CH:21][CH:20]=3)=[CH:14][CH:13]=2)[NH:9][CH:10]=O)=[N:4][CH:5]=[CH:6][N:7]=1.C(N)=O.CN(C=O)C.O=P(Cl)(Cl)Cl.CCOC(C)=O.C(Cl)Cl. The catalyst is CC#N. The product is [Cl:1][C:2]1[C:3]2[N:4]([CH:10]=[N:9][C:8]=2[C:12]2[CH:17]=[CH:16][C:15]([O:18][C:19]3[CH:24]=[CH:23][CH:22]=[CH:21][CH:20]=3)=[CH:14][CH:13]=2)[CH:5]=[CH:6][N:7]=1. The yield is 0.920. (2) The reactants are [OH:1][C:2]1[CH:3]=[C:4]([NH:45][S:46]([CH3:49])(=[O:48])=[O:47])[CH:5]=[C:6]([C:8]2[C:16]3[C:15]([NH:17][C@H:18]([C:20]4[N:25]([C:26]5[CH:31]=[CH:30][CH:29]=[CH:28][CH:27]=5)[C:24](=[O:32])[C:23]5=[C:33]([CH3:36])[CH:34]=[CH:35][N:22]5[N:21]=4)[CH3:19])=[N:14][CH:13]=[N:12][C:11]=3[N:10](COCC[Si](C)(C)C)[CH:9]=2)[CH:7]=1.FC(F)(F)C(O)=O.N. No catalyst specified. The product is [OH:1][C:2]1[CH:3]=[C:4]([NH:45][S:46]([CH3:49])(=[O:47])=[O:48])[CH:5]=[C:6]([C:8]2[C:16]3[C:15]([NH:17][C@H:18]([C:20]4[N:25]([C:26]5[CH:31]=[CH:30][CH:29]=[CH:28][CH:27]=5)[C:24](=[O:32])[C:23]5=[C:33]([CH3:36])[CH:34]=[CH:35][N:22]5[N:21]=4)[CH3:19])=[N:14][CH:13]=[N:12][C:11]=3[NH:10][CH:9]=2)[CH:7]=1. The yield is 0.780. (3) The reactants are FC(F)(F)C(O)=O.[CH:8]1([C:11]2[C:12]([O:21][C@@H:22]3[CH2:27][CH2:26][CH2:25][NH:24][CH2:23]3)=[CH:13][C:14]([F:20])=[C:15]([CH:19]=2)[C:16]([OH:18])=[O:17])[CH2:10][CH2:9]1.Br[CH:29]([C:36]1[CH:41]=[CH:40][CH:39]=[CH:38][CH:37]=1)[C:30]1[CH:35]=[CH:34][CH:33]=[CH:32][CH:31]=1.C(=O)([O-])[O-].[K+].[K+].[I-].[Na+].Cl. The catalyst is C(#N)C. The product is [CH:29]([N:24]1[CH2:25][CH2:26][CH2:27][C@@H:22]([O:21][C:12]2[C:11]([CH:8]3[CH2:9][CH2:10]3)=[CH:19][C:15]([C:16]([OH:18])=[O:17])=[C:14]([F:20])[CH:13]=2)[CH2:23]1)([C:30]1[CH:35]=[CH:34][CH:33]=[CH:32][CH:31]=1)[C:36]1[CH:41]=[CH:40][CH:39]=[CH:38][CH:37]=1. The yield is 0.700. (4) The reactants are [Br:1][C:2]1[CH:8]=[C:7]([F:9])[C:5]([NH2:6])=[C:4]([F:10])[CH:3]=1.B1([O-])OO1.[OH2:15].[OH2:16].O.O.[Na+]. The yield is 0.420. The catalyst is C(O)(C(F)(F)F)=O.CC(O)=O. The product is [Br:1][C:2]1[CH:8]=[C:7]([F:9])[C:5]([N+:6]([O-:16])=[O:15])=[C:4]([F:10])[CH:3]=1. (5) The reactants are C[O-].[Na+].[C:4]([O:11][CH2:12][CH3:13])(=[O:10])[C:5]([O:7]CC)=O.[CH3:14][C:15]([CH3:17])=[O:16].Cl[C:19](=[N:25]O)[C:20]([O:22][CH2:23][CH3:24])=[O:21]. The catalyst is C(O)C. The product is [CH2:12]([O:11][C:4](=[O:10])[C:5]([C:14]1[C:19]([C:20]([O:22][CH2:23][CH3:24])=[O:21])=[N:25][O:16][C:15]=1[CH3:17])=[O:7])[CH3:13]. The yield is 0.900.